Dataset: Full USPTO retrosynthesis dataset with 1.9M reactions from patents (1976-2016). Task: Predict the reactants needed to synthesize the given product. (1) Given the product [C:1]([NH:53][C:44]1[CH:45]=[C:46]2[C:51]([N:50]=[CH:49][CH:48]=[CH:47]2)=[C:52]2[C:43]=1[CH:42]=[CH:41][CH:40]=[N:39]2)(=[O:19])[CH2:2][CH2:3][CH2:4][CH2:5][CH2:6][CH2:7][CH2:8][CH2:9][CH2:10][CH2:11][CH2:12][CH2:13][CH2:14][CH2:15][CH2:16][CH2:17][CH3:18], predict the reactants needed to synthesize it. The reactants are: [C:1](NCCCCC1C2C(=C3C(=CC=2)C=CC=N3)N=CC=1)(=[O:19])[CH2:2][CH2:3][CH2:4][CH2:5][CH2:6][CH2:7][CH2:8][CH2:9][CH2:10][CH2:11][CH2:12][CH2:13][CH2:14][CH2:15][CH2:16][CH2:17][CH3:18].[N:39]1[C:52]2[C:51]3[C:46](=[CH:47][CH:48]=[CH:49][N:50]=3)[CH:45]=[C:44]([NH2:53])[C:43]=2[CH:42]=[CH:41][CH:40]=1. (2) Given the product [S:19]1[C:23]([C:24]([N:26]2[CH2:31][C:30]3([CH2:36][CH2:35][N:34]([CH2:37][C:38]4[CH:43]=[CH:42][CH:41]=[C:40]([CH2:44][CH2:45][OH:46])[C:39]=4[F:54])[CH2:33][CH2:32]3)[O:29][CH2:28][CH2:27]2)=[O:25])=[CH:22][C:21]2[CH:55]=[CH:56][CH:57]=[CH:58][C:20]1=2, predict the reactants needed to synthesize it. The reactants are: CCCC[N+](CCCC)(CCCC)CCCC.[F-].[S:19]1[C:23]([C:24]([N:26]2[CH2:31][C:30]3([CH2:36][CH2:35][N:34]([CH2:37][C:38]4[CH:43]=[CH:42][CH:41]=[C:40]([CH2:44][CH2:45][O:46][Si](C(C)(C)C)(C)C)[C:39]=4[F:54])[CH2:33][CH2:32]3)[O:29][CH2:28][CH2:27]2)=[O:25])=[CH:22][C:21]2[CH:55]=[CH:56][CH:57]=[CH:58][C:20]1=2. (3) Given the product [NH2:26][C:20]1[CH:21]=[C:22]([F:25])[CH:23]=[CH:24][C:19]=1[O:18][CH:13]([C:14]([F:15])([F:16])[F:17])[CH:9]([N:8]([CH2:29][C:30]1[CH:35]=[CH:34][CH:33]=[CH:32][CH:31]=1)[CH2:1][C:2]1[CH:7]=[CH:6][CH:5]=[CH:4][CH:3]=1)[C:10]([OH:12])=[O:11], predict the reactants needed to synthesize it. The reactants are: [CH2:1]([N:8]([CH2:29][C:30]1[CH:35]=[CH:34][CH:33]=[CH:32][CH:31]=1)[CH:9]([CH:13]([O:18][C:19]1[CH:24]=[CH:23][C:22]([F:25])=[CH:21][C:20]=1[N+:26]([O-])=O)[C:14]([F:17])([F:16])[F:15])[C:10]([OH:12])=[O:11])[C:2]1[CH:7]=[CH:6][CH:5]=[CH:4][CH:3]=1. (4) Given the product [CH3:22][C:19]([CH3:23])([CH2:20][O:21][CH:25]1[CH2:26][CH2:27][CH2:28][CH2:29][O:24]1)[CH2:18][N:16]1[CH:17]=[C:13]([I:12])[CH:14]=[N:15]1, predict the reactants needed to synthesize it. The reactants are: C1(C)C=CC(S(O)(=O)=O)=CC=1.[I:12][C:13]1[CH:14]=[N:15][N:16]([CH2:18][C:19]([CH3:23])([CH3:22])[CH2:20][OH:21])[CH:17]=1.[O:24]1[CH:29]=[CH:28][CH2:27][CH2:26][CH2:25]1.